This data is from Full USPTO retrosynthesis dataset with 1.9M reactions from patents (1976-2016). The task is: Predict the reactants needed to synthesize the given product. (1) Given the product [F:1][C:2]1[CH:7]=[CH:6][CH:5]=[C:4]2[C:3]=1[S:8][CH2:9][CH2:10][C:11]2=[O:13], predict the reactants needed to synthesize it. The reactants are: [F:1][C:2]1[CH:7]=[CH:6][CH:5]=[CH:4][C:3]=1[S:8][CH2:9][CH2:10][C:11]([OH:13])=O. (2) Given the product [CH3:1][C:2]1[CH:7]=[C:6]([CH2:13][CH2:12][CH2:11][NH:10][C@@H:28]([C:29]2[C:22]3[C:33](=[CH:20][CH:25]=[CH:24][CH:23]=3)[CH:32]=[CH:31][CH:30]=2)[CH3:27])[CH:5]=[CH:4][CH:3]=1, predict the reactants needed to synthesize it. The reactants are: [CH:1](=O)[C:2]1[CH:7]=[CH:6][CH:5]=[CH:4][CH:3]=1.C[N:10]1C[CH2:13][CH2:12][C:11]1=O.BrCCC[C:20]1[CH:25]=[CH:24][CH:23]=[C:22](C)C=1.[CH3:27][CH2:28][CH2:29][CH2:30][CH2:31][CH2:32][CH3:33]. (3) Given the product [F:1][C:2]1[CH:16]=[CH:15][C:5]([CH:6]([C:7]2[CH:12]=[CH:11][C:10]([F:13])=[CH:9][CH:8]=2)[C:17]#[N:18])=[CH:4][CH:3]=1, predict the reactants needed to synthesize it. The reactants are: [F:1][C:2]1[CH:16]=[CH:15][C:5]([CH:6](O)[C:7]2[CH:12]=[CH:11][C:10]([F:13])=[CH:9][CH:8]=2)=[CH:4][CH:3]=1.[C-:17]#[N:18].[K+].S(=O)(=O)(O)O. (4) Given the product [CH3:3][CH:2]([CH3:4])[CH:1]([C:6]1[CH:11]=[CH:10][CH:9]=[CH:8][CH:7]=1)[NH2:22], predict the reactants needed to synthesize it. The reactants are: [C:1]([C:6]1[CH:11]=[CH:10][CH:9]=[CH:8][CH:7]=1)(=O)[CH:2]([CH3:4])[CH3:3].C(O)=O.C(OCC)C.C([NH2:22])=O. (5) Given the product [CH3:23][C:17]1[N:18]=[N:19][CH:20]=[C:21]([CH3:22])[C:16]=1[C:9]1[CH:10]=[CH:11][C:12]([OH:14])=[CH:13][C:8]=1[O:7][CH3:6], predict the reactants needed to synthesize it. The reactants are: C[Si](I)(C)C.[CH3:6][O:7][C:8]1[CH:13]=[C:12]([O:14]C)[CH:11]=[CH:10][C:9]=1[C:16]1[C:21]([CH3:22])=[CH:20][N:19]=[N:18][C:17]=1[CH3:23]. (6) Given the product [C:1]([NH:4][C:5]1[S:6][C:7]([Br:20])=[CH:8][C:9]=1[C:10]([NH2:12])=[O:11])(=[O:3])[CH3:2], predict the reactants needed to synthesize it. The reactants are: [C:1]([NH:4][C:5]1[S:6][CH:7]=[CH:8][C:9]=1[C:10]([NH2:12])=[O:11])(=[O:3])[CH3:2].C1C(=O)N([Br:20])C(=O)C1. (7) Given the product [Cl:31][C:30]1[CH:29]=[CH:28][S:27][C:26]=1[C:24]1[CH2:23][C:22](=[O:32])[NH:21][C:9]2[CH:10]=[C:11]([C:14]3[CH:19]=[CH:18][CH:17]=[CH:16][C:15]=3[CH3:20])[CH:12]=[CH:13][C:8]=2[N:7]=1, predict the reactants needed to synthesize it. The reactants are: C(OC(=O)[NH:7][C:8]1[CH:13]=[CH:12][C:11]([C:14]2[CH:19]=[CH:18][CH:17]=[CH:16][C:15]=2[CH3:20])=[CH:10][C:9]=1[NH:21][C:22](=[O:32])[CH2:23][C:24]([C:26]1[S:27][CH:28]=[CH:29][C:30]=1[Cl:31])=O)(C)(C)C.C(O)(C(F)(F)F)=O.